From a dataset of Full USPTO retrosynthesis dataset with 1.9M reactions from patents (1976-2016). Predict the reactants needed to synthesize the given product. (1) The reactants are: Br[C:2]1[C:10]2[N:9]3[CH2:11][CH2:12][NH:13][C:14](=[O:15])[C:8]3=[CH:7][C:6]=2[CH:5]=[C:4]([C:16]#[N:17])[CH:3]=1.[Cl:18][C:19]1[CH:20]=[C:21](B(O)O)[CH:22]=[CH:23][CH:24]=1. Given the product [Cl:18][C:19]1[CH:24]=[C:23]([C:2]2[C:10]3[N:9]4[CH2:11][CH2:12][NH:13][C:14](=[O:15])[C:8]4=[CH:7][C:6]=3[CH:5]=[C:4]([C:16]#[N:17])[CH:3]=2)[CH:22]=[CH:21][CH:20]=1, predict the reactants needed to synthesize it. (2) Given the product [Cl:31][C:32]1[CH:40]=[CH:39][C:35]([C:36]([NH:1][C:2]2[CH:3]=[CH:4][C:5]([CH2:6][N:7]3[C:15]4[C:10](=[CH:11][CH:12]=[CH:13][CH:14]=4)[C:9]([CH2:16][C:17]([O:19][CH2:20][CH3:21])=[O:18])=[N:8]3)=[CH:22][CH:23]=2)=[O:37])=[CH:34][CH:33]=1, predict the reactants needed to synthesize it. The reactants are: [NH2:1][C:2]1[CH:23]=[CH:22][C:5]([CH2:6][N:7]2[C:15]3[C:10](=[CH:11][CH:12]=[CH:13][CH:14]=3)[C:9]([CH2:16][C:17]([O:19][CH2:20][CH3:21])=[O:18])=[N:8]2)=[CH:4][CH:3]=1.C(N(CC)CC)C.[Cl:31][C:32]1[CH:40]=[CH:39][C:35]([C:36](Cl)=[O:37])=[CH:34][CH:33]=1.C(=O)(O)[O-].[Na+]. (3) Given the product [NH3:4].[F:22][C:19]1[CH:18]=[CH:17][C:16]([C:15]([NH:14][C:11]2[S:12][C:13]3[C:5]([N:4]4[CH:52]=[CH:53][N:54]=[C:1]4[CH3:2])=[CH:6][CH:7]=[C:8]([O:24][CH3:25])[C:9]=3[N:10]=2)=[O:23])=[CH:21][CH:20]=1, predict the reactants needed to synthesize it. The reactants are: [C:1]([NH:4][C:5]1[C:13]2[S:12][C:11]([NH:14][C:15](=[O:23])[C:16]3[CH:21]=[CH:20][C:19]([F:22])=[CH:18][CH:17]=3)=[N:10][C:9]=2[C:8]([O:24][CH3:25])=[CH:7][CH:6]=1)(=O)[CH3:2].COC1C=CC(P2(SP(C3C=CC(OC)=CC=3)(=S)S2)=S)=CC=1.IC.CO[CH:52](OC)[CH2:53][NH2:54].